Predict the product of the given reaction. From a dataset of Forward reaction prediction with 1.9M reactions from USPTO patents (1976-2016). (1) Given the reactants [Cl:1][C:2]1[CH:3]=[C:4]([NH2:19])[CH:5]=[N:6][C:7]=1[O:8][C:9]1[CH:10]=[N:11][C:12]2[C:17]([CH:18]=1)=[CH:16][CH:15]=[CH:14][CH:13]=2.[Cl:20][C:21]1[CH:26]=[CH:25][C:24]([S:27](Cl)(=[O:29])=[O:28])=[C:23]([F:31])[CH:22]=1, predict the reaction product. The product is: [Cl:20][C:21]1[CH:26]=[CH:25][C:24]([S:27]([NH:19][C:4]2[CH:5]=[N:6][C:7]([O:8][C:9]3[CH:10]=[N:11][C:12]4[C:17]([CH:18]=3)=[CH:16][CH:15]=[CH:14][CH:13]=4)=[C:2]([Cl:1])[CH:3]=2)(=[O:28])=[O:29])=[C:23]([F:31])[CH:22]=1. (2) The product is: [N:10]1[CH:11]=[CH:12][C:7]([C:13]2([OH:23])[C:22]3[C:17](=[CH:18][CH:19]=[CH:20][CH:21]=3)[CH2:16][CH2:15][CH2:14]2)=[CH:8][CH:9]=1. Given the reactants C([Li])CCC.Br[C:7]1[CH:12]=[CH:11][N:10]=[CH:9][CH:8]=1.[C:13]1(=[O:23])[C:22]2[C:17](=[CH:18][CH:19]=[CH:20][CH:21]=2)[CH2:16][CH2:15][CH2:14]1.[Cl-].[NH4+], predict the reaction product. (3) Given the reactants Cl[CH2:2][C:3]([O:5][CH2:6][CH3:7])=[O:4].[Cl:8][C:9]1[CH:16]=[CH:15][CH:14]=[C:13]([OH:17])[C:10]=1[CH:11]=O.C(=O)([O-])[O-].[K+].[K+], predict the reaction product. The product is: [Cl:8][C:9]1[C:10]2[CH:11]=[C:2]([C:3]([O:5][CH2:6][CH3:7])=[O:4])[O:17][C:13]=2[CH:14]=[CH:15][CH:16]=1. (4) Given the reactants BrC1C=C2C(=C(CC)C=1)[NH:7][N:6]=[CH:5]2.[H-].[Na+].[C:15]([Li])([CH3:18])([CH3:17])[CH3:16].[CH3:20][CH2:21][CH2:22][CH2:23][CH3:24].S([O-])(O)(=O)=[O:26].[K+], predict the reaction product. The product is: [CH2:21]([C:22]1[CH:16]=[C:15]([CH:18]=[O:26])[CH:17]=[C:24]2[C:23]=1[NH:7][N:6]=[CH:5]2)[CH3:20]. (5) The product is: [Cl:31][C:28]1[CH:27]=[CH:26][C:25]([C:21]2[O:20][C:19]([CH:17]([NH2:14])[CH3:18])=[N:23][C:22]=2[CH3:24])=[CH:30][CH:29]=1. Given the reactants C1(PC2C=CC=CC=2)C=CC=CC=1.[N:14]([CH:17]([C:19]1[O:20][C:21]([C:25]2[CH:30]=[CH:29][C:28]([Cl:31])=[CH:27][CH:26]=2)=[C:22]([CH3:24])[N:23]=1)[CH3:18])=[N+]=[N-], predict the reaction product.